This data is from Forward reaction prediction with 1.9M reactions from USPTO patents (1976-2016). The task is: Predict the product of the given reaction. (1) Given the reactants Br[CH2:2][C:3]1[CH:8]=[CH:7][C:6]([N+:9]([O-:11])=[O:10])=[CH:5][CH:4]=1.C(=O)([O-])[O-].[K+].[K+].[SH:18][CH2:19][CH2:20][C:21]([O:23][CH2:24][CH3:25])=[O:22], predict the reaction product. The product is: [N+:9]([C:6]1[CH:7]=[CH:8][C:3]([CH2:2][S:18][CH2:19][CH2:20][C:21]([O:23][CH2:24][CH3:25])=[O:22])=[CH:4][CH:5]=1)([O-:11])=[O:10]. (2) Given the reactants FC(F)(F)C(O)=O.C(OC(=O)[NH:14][C:15]1[CH:20]=[CH:19][C:18]([C:21]2([CH2:35][C:36]3[CH:41]=[CH:40][CH:39]=[CH:38][CH:37]=3)[CH2:25][C:24](=[O:26])[N:23]([CH2:27][C:28]3[CH:33]=[CH:32][CH:31]=[CH:30][CH:29]=3)[C:22]2=[O:34])=[CH:17][CH:16]=1)(C)(C)C.[Li+].[OH-], predict the reaction product. The product is: [NH2:14][C:15]1[CH:20]=[CH:19][C:18]([C:21]2([CH2:35][C:36]3[CH:37]=[CH:38][CH:39]=[CH:40][CH:41]=3)[CH2:25][C:24](=[O:26])[N:23]([CH2:27][C:28]3[CH:33]=[CH:32][CH:31]=[CH:30][CH:29]=3)[C:22]2=[O:34])=[CH:17][CH:16]=1. (3) Given the reactants Br[C:2]1[CH:3]=[C:4]([CH:8]([C:19]2[CH:24]=[CH:23][CH:22]=[CH:21][C:20]=2[CH3:25])[CH2:9][C:10]([C:12]2[CH:17]=[CH:16][N:15]=[C:14]([CH3:18])[CH:13]=2)=[O:11])[CH:5]=[CH:6][CH:7]=1.[CH2:26]([OH:29])[C:27]#[CH:28], predict the reaction product. The product is: [OH:29][CH2:26][C:27]#[C:28][C:2]1[CH:3]=[C:4]([CH:8]([C:19]2[CH:24]=[CH:23][CH:22]=[CH:21][C:20]=2[CH3:25])[CH2:9][C:10]([C:12]2[CH:17]=[CH:16][N:15]=[C:14]([CH3:18])[CH:13]=2)=[O:11])[CH:5]=[CH:6][CH:7]=1.